This data is from CYP2D6 inhibition data for predicting drug metabolism from PubChem BioAssay. The task is: Regression/Classification. Given a drug SMILES string, predict its absorption, distribution, metabolism, or excretion properties. Task type varies by dataset: regression for continuous measurements (e.g., permeability, clearance, half-life) or binary classification for categorical outcomes (e.g., BBB penetration, CYP inhibition). Dataset: cyp2d6_veith. (1) The molecule is CCCCCCNCc1cccc(Br)c1.Cl. The result is 1 (inhibitor). (2) The molecule is CO[C@@H]1COC(=O)[C@H]2CCCN2C(=O)C/C=C\[C@H](C)[C@@H](OC)COC(=O)CCC[C@H]1C. The result is 0 (non-inhibitor). (3) The compound is O=C(Nc1ncc(Cc2ccccc2)s1)C1COc2ccccc2O1. The result is 0 (non-inhibitor).